From a dataset of Reaction yield outcomes from USPTO patents with 853,638 reactions. Predict the reaction yield, written as a fraction of the theoretical maximum amount of product (1.0 means a 100% yield; for example, 0.34 means a 34% yield). (1) The reactants are O=P(Cl)(Cl)[Cl:3].C([N:8]([CH2:15][CH3:16])[C:9]1[CH:14]=[CH:13][CH:12]=[CH:11][CH:10]=1)C.N1C2C(=CC=CC=2)CC1=O.O. The catalyst is C1(C)C=CC=CC=1. The product is [Cl:3][C:15]1[NH:8][C:9]2[C:10]([CH:16]=1)=[CH:11][CH:12]=[CH:13][CH:14]=2. The yield is 0.930. (2) The reactants are Br[C:2]1[CH:3]=[C:4]([C:8](=[O:10])[CH3:9])[CH:5]=[CH:6][CH:7]=1.[NH:11]1[CH2:15][CH2:14][CH2:13][C:12]1=[O:16]. No catalyst specified. The product is [C:8]([C:4]1[CH:3]=[C:2]([N:11]2[CH2:15][CH2:14][CH2:13][C:12]2=[O:16])[CH:7]=[CH:6][CH:5]=1)(=[O:10])[CH3:9]. The yield is 0.980. (3) The reactants are [S-:1][C:2]#[N:3].[K+].[NH2:5][C:6]1[CH:32]=[CH:31][C:9]([O:10][C:11]2[CH:12]=[C:13]([NH:17][C:18](=[O:30])[C:19]3[CH:24]=[CH:23][CH:22]=[C:21]([C:25]([C:28]#[N:29])([CH3:27])[CH3:26])[CH:20]=3)[CH:14]=[CH:15][CH:16]=2)=[C:8]([C:33]#[N:34])[CH:7]=1.BrBr. The catalyst is C(O)(=O)C. The product is [NH2:3][C:2]1[S:1][C:7]2[C:8]([C:33]#[N:34])=[C:9]([O:10][C:11]3[CH:12]=[C:13]([NH:17][C:18](=[O:30])[C:19]4[CH:24]=[CH:23][CH:22]=[C:21]([C:25]([C:28]#[N:29])([CH3:27])[CH3:26])[CH:20]=4)[CH:14]=[CH:15][CH:16]=3)[CH:31]=[CH:32][C:6]=2[N:5]=1. The yield is 0.810. (4) The reactants are [NH2:1][C:2]1[C:3]([C:10]([O:12][CH3:13])=[O:11])=[N:4][C:5]([Cl:9])=[C:6](Cl)[N:7]=1.[CH3:14][C:15]1[CH:20]=[CH:19][CH:18]=[CH:17][C:16]=1B(O)O.C(=O)([O-])[O-].[Na+].[Na+]. The catalyst is C1(C)C=CC=CC=1.CCOC(C)=O.[Cl-].[Na+].O.C1C=CC([P]([Pd]([P](C2C=CC=CC=2)(C2C=CC=CC=2)C2C=CC=CC=2)([P](C2C=CC=CC=2)(C2C=CC=CC=2)C2C=CC=CC=2)[P](C2C=CC=CC=2)(C2C=CC=CC=2)C2C=CC=CC=2)(C2C=CC=CC=2)C2C=CC=CC=2)=CC=1. The product is [NH2:1][C:2]1[C:3]([C:10]([O:12][CH3:13])=[O:11])=[N:4][C:5]([Cl:9])=[C:6]([C:16]2[CH:17]=[CH:18][CH:19]=[CH:20][C:15]=2[CH3:14])[N:7]=1. The yield is 0.500. (5) The reactants are [NH2:1][C:2]1[CH:7]=[CH:6][CH:5]=[CH:4][C:3]=1[C:8](=[O:10])[CH3:9].C1C(=O)N([Br:18])C(=O)C1.OS(O)(=O)=O.O. The catalyst is ClCCl. The product is [NH2:1][C:2]1[CH:7]=[CH:6][C:5]([Br:18])=[CH:4][C:3]=1[C:8](=[O:10])[CH3:9]. The yield is 0.580. (6) The reactants are [C:1]1([C:7]2[CH:15]=[C:14]3[C:10]([CH2:11][C:12](=[O:16])[NH:13]3)=[CH:9][CH:8]=2)[CH:6]=[CH:5][CH:4]=[CH:3][CH:2]=1.[CH2:17]([N:19]([CH2:35][CH3:36])[CH2:20][CH2:21][CH2:22][NH:23][C:24]([C:26]1[C:30]([CH3:31])=[C:29]([CH:32]=O)[NH:28][C:27]=1[CH3:34])=[O:25])[CH3:18]. No catalyst specified. The product is [CH2:35]([N:19]([CH2:17][CH3:18])[CH2:20][CH2:21][CH2:22][NH:23][C:24]([C:26]1[C:30]([CH3:31])=[C:29]([CH:32]=[C:11]2[C:10]3[C:14](=[CH:15][C:7]([C:1]4[CH:2]=[CH:3][CH:4]=[CH:5][CH:6]=4)=[CH:8][CH:9]=3)[NH:13][C:12]2=[O:16])[NH:28][C:27]=1[CH3:34])=[O:25])[CH3:36]. The yield is 0.570. (7) The reactants are [CH2:1](O)[CH2:2][CH2:3][CH2:4]O.[CH2:7]=CC=C.[H-].C([Al+]CC(C)C)C(C)C.[CH:21](O)(O)[CH2:22][CH2:23][CH3:24].[Nd].C(Br)C=C. The catalyst is [Nd].CCCCCC. The product is [CH2:1]=[CH:2][C:3](=[CH2:4])[CH3:7].[CH2:21]=[CH:22][CH:23]=[CH2:24]. The yield is 0.870. (8) The reactants are [Cl:1][C:2]1[CH:7]=[CH:6][C:5]([C:8]2[CH:13]=[CH:12][C:11]([C:14]([OH:16])=O)=[C:10]([O:17][CH3:18])[CH:9]=2)=[CH:4][CH:3]=1.Cl.[CH2:20]([O:22][C:23](=[O:26])[CH2:24][NH2:25])[CH3:21].CN(C)CCCN=C=NCC.ON1C2C=CC=CC=2N=N1.C(N(C(C)C)CC)(C)C. The catalyst is C(Cl)Cl.CCOC(C)=O.CN(C=O)C. The product is [CH2:20]([O:22][C:23](=[O:26])[CH2:24][NH:25][C:14]([C:11]1[CH:12]=[CH:13][C:8]([C:5]2[CH:4]=[CH:3][C:2]([Cl:1])=[CH:7][CH:6]=2)=[CH:9][C:10]=1[O:17][CH3:18])=[O:16])[CH3:21]. The yield is 0.850. (9) The reactants are C(=O)(O)[O-].[Na+].O.[OH:7][CH:8]1[CH2:13][CH2:12][NH:11][CH2:10][CH2:9]1.[N:14]#[C:15]Br. The catalyst is C(Cl)Cl. The product is [C:15]([N:11]1[CH2:12][CH2:13][CH:8]([OH:7])[CH2:9][CH2:10]1)#[N:14]. The yield is 0.910.